From a dataset of Human liver microsome stability data. Regression/Classification. Given a drug SMILES string, predict its absorption, distribution, metabolism, or excretion properties. Task type varies by dataset: regression for continuous measurements (e.g., permeability, clearance, half-life) or binary classification for categorical outcomes (e.g., BBB penetration, CYP inhibition). Dataset: hlm. (1) The molecule is COc1ccc(S(=O)(=O)N2CCOc3ccccc32)cc1. The result is 1 (stable in human liver microsomes). (2) The compound is CCOc1cc(NC(=O)C2(NC(=O)c3ccc4c(C5CCCC5)c(-c5nccs5)n(C)c4c3)CCC2)ccc1C=CC(=O)O. The result is 0 (unstable in human liver microsomes). (3) The compound is CCc1nc2cc(Cl)ccn2c1C(=O)NCc1ccc(N2CCC(c3ccc(Cl)cc3)CC2)cc1. The result is 0 (unstable in human liver microsomes). (4) The compound is N[C@H]1CC[C@H](n2cnc3cnc4[nH]ccc4c32)CC1. The result is 0 (unstable in human liver microsomes). (5) The drug is COc1ccc2[nH]c(C(=O)N3CC(=O)N(Cc4cccc(OCCO)c4)[C@@H](Cc4ccccc4)C3)cc2c1. The result is 1 (stable in human liver microsomes). (6) The drug is C=C(C)[C@@H]1CC[C@]2(C(=O)O)CC[C@]3(C)[C@H](CC[C@@H]4[C@@]5(C)CC=C(c6ccc(C(=O)O)cc6)C(C)(C)[C@@H]5CC[C@]43C)[C@@H]12. The result is 0 (unstable in human liver microsomes).